From a dataset of Full USPTO retrosynthesis dataset with 1.9M reactions from patents (1976-2016). Predict the reactants needed to synthesize the given product. Given the product [CH3:1][C:2]([CH3:19])([CH3:18])[CH2:3][CH2:4][C:5]1[CH:13]=[CH:12][C:8]([C:9]([OH:11])=[O:10])=[CH:7][C:6]=1[C:14]([F:15])([F:16])[F:17], predict the reactants needed to synthesize it. The reactants are: [CH3:1][C:2]([CH3:19])([CH3:18])[C:3]#[C:4][C:5]1[CH:13]=[CH:12][C:8]([C:9]([OH:11])=[O:10])=[CH:7][C:6]=1[C:14]([F:17])([F:16])[F:15].